Dataset: Full USPTO retrosynthesis dataset with 1.9M reactions from patents (1976-2016). Task: Predict the reactants needed to synthesize the given product. (1) Given the product [F:1][C:2]1[CH:3]=[CH:4][C:5]([C:8]2[C:16]3[C:11](=[CH:12][CH:13]=[C:14]([NH:17][C:24]([C:25]4[CH:30]=[CH:29][CH:28]=[CH:27][C:26]=4[CH3:35])=[O:31])[CH:15]=3)[NH:10][N:9]=2)=[CH:6][CH:7]=1, predict the reactants needed to synthesize it. The reactants are: [F:1][C:2]1[CH:7]=[CH:6][C:5]([C:8]2[C:16]3[C:11](=[CH:12][CH:13]=[C:14]([NH2:17])[CH:15]=3)[N:10](COCCOC)[N:9]=2)=[CH:4][CH:3]=1.[C:24](Cl)(=[O:31])[C:25]1[CH:30]=[CH:29][CH:28]=[CH:27][CH:26]=1.O.N1C=CC=C[CH:35]=1. (2) The reactants are: [Br:1][C:2]1[CH:3]=[C:4]2[C:8](=[CH:9][CH:10]=1)[NH:7][CH:6]=[CH:5]2.Br[C:12]1[CH:13]=[CH:14][C:15]([C:18]([OH:21])([CH3:20])[CH3:19])=[N:16][CH:17]=1.C(=O)([O-])[O-].[K+].[K+].[OH-].[Na+]. Given the product [Br:1][C:2]1[CH:3]=[C:4]2[C:8](=[CH:9][CH:10]=1)[N:7]([C:12]1[CH:13]=[CH:14][C:15]([C:18]([OH:21])([CH3:20])[CH3:19])=[N:16][CH:17]=1)[CH:6]=[CH:5]2, predict the reactants needed to synthesize it. (3) Given the product [C:43]12([NH:48][C:25]([C:24]3[CH:23]=[C:22]([C:3]4[CH:4]=[C:5]5[C:10]([C:11]([NH:12][CH3:13])=[O:14])=[C:9]([C:15]6[CH:20]=[CH:19][C:18]([F:21])=[CH:17][CH:16]=6)[O:8][C:6]5=[N:7][C:2]=4[Cl:1])[CH:30]=[C:29]([F:31])[CH:28]=3)=[O:27])[CH2:47][CH:45]([CH2:46]1)[CH2:44]2, predict the reactants needed to synthesize it. The reactants are: [Cl:1][C:2]1[N:7]=[C:6]2[O:8][C:9]([C:15]3[CH:20]=[CH:19][C:18]([F:21])=[CH:17][CH:16]=3)=[C:10]([C:11](=[O:14])[NH:12][CH3:13])[C:5]2=[CH:4][C:3]=1[C:22]1[CH:23]=[C:24]([CH:28]=[C:29]([F:31])[CH:30]=1)[C:25]([OH:27])=O.C(N(C(C)C)C(C)C)C.Cl.Cl.[C:43]12([NH2:48])[CH2:47][CH:45]([CH2:46]1)[CH2:44]2.CN(C(ON1N=NC2C=CC=NC1=2)=[N+](C)C)C.F[P-](F)(F)(F)(F)F. (4) Given the product [CH3:9][O:8][C:6](=[O:7])[CH:5]([C:13]1[C:18]([Cl:19])=[CH:17][C:16]([C:20]([F:23])([F:21])[F:22])=[CH:15][N:14]=1)[C:3]#[N:4], predict the reactants needed to synthesize it. The reactants are: [H-].[Na+].[C:3]([CH2:5][C:6]([O:8][CH3:9])=[O:7])#[N:4].[H][H].Cl[C:13]1[C:18]([Cl:19])=[CH:17][C:16]([C:20]([F:23])([F:22])[F:21])=[CH:15][N:14]=1.Cl.